From a dataset of Forward reaction prediction with 1.9M reactions from USPTO patents (1976-2016). Predict the product of the given reaction. (1) Given the reactants [CH3:1][C@H:2]1[CH2:6][O:5][C:4](=[O:7])[NH:3]1.C[Si](C)(C)[N-][Si](C)(C)C.[Na+].CC1C=CC(S(O[C:29]2[CH:34]=[CH:33][N:32]3[N:35]=[CH:36][C:37]([C:38]4[CH:43]=[CH:42][C:41]([C:44]5[N:45](COCC[Si](C)(C)C)[CH:46]=[CH:47][N:48]=5)=[CH:40][CH:39]=4)=[C:31]3[N:30]=2)(=O)=O)=CC=1.[NH4+].[Cl-].FC(F)(F)C(O)=O, predict the reaction product. The product is: [NH:45]1[CH:46]=[CH:47][N:48]=[C:44]1[C:41]1[CH:42]=[CH:43][C:38]([C:37]2[CH:36]=[N:35][N:32]3[CH:33]=[CH:34][C:29]([N:3]4[C@@H:2]([CH3:1])[CH2:6][O:5][C:4]4=[O:7])=[N:30][C:31]=23)=[CH:39][CH:40]=1. (2) Given the reactants [F:1][C:2]1[CH:10]=[CH:9][C:8]([N+:11]([O-:13])=[O:12])=[CH:7][C:3]=1[C:4]([OH:6])=O.[O:14]1[CH2:19][CH2:18][CH2:17][CH2:16][CH:15]1[O:20][CH2:21][CH2:22][NH2:23], predict the reaction product. The product is: [F:1][C:2]1[CH:10]=[CH:9][C:8]([N+:11]([O-:13])=[O:12])=[CH:7][C:3]=1[C:4]([NH:23][CH2:22][CH2:21][O:20][CH:15]1[CH2:16][CH2:17][CH2:18][CH2:19][O:14]1)=[O:6]. (3) Given the reactants Cl.[C:2]1([C:8]2[O:9][C:10]3[CH2:11][NH:12][CH2:13][CH2:14][C:15]=3[N:16]=2)[CH:7]=[CH:6][CH:5]=[CH:4][CH:3]=1.Cl[C:18]1[CH:23]=[N:22][CH:21]=[CH:20][N:19]=1.CCN(C(C)C)C(C)C, predict the reaction product. The product is: [C:2]1([C:8]2[O:9][C:10]3[CH2:11][N:12]([C:18]4[CH:23]=[N:22][CH:21]=[CH:20][N:19]=4)[CH2:13][CH2:14][C:15]=3[N:16]=2)[CH:3]=[CH:4][CH:5]=[CH:6][CH:7]=1. (4) The product is: [C:1]([O:5][C:6]([NH:8][CH2:9][C:10]1[N:11]([CH2:33][CH:34]([CH3:36])[CH3:35])[C:12](=[O:32])[C:13]2[C:18]([C:19]=1[C:20]1[CH:21]=[CH:22][C:23]([CH3:26])=[CH:24][CH:25]=1)=[CH:17][C:16](/[CH:27]=[CH:28]/[C:29]([OH:31])=[O:30])=[CH:15][CH:14]=2)=[O:7])([CH3:2])([CH3:4])[CH3:3]. Given the reactants [C:1]([O:5][C:6]([NH:8][CH2:9][C:10]1[N:11]([CH2:33][CH:34]([CH3:36])[CH3:35])[C:12](=[O:32])[C:13]2[C:18]([C:19]=1[C:20]1[CH:25]=[CH:24][C:23]([CH3:26])=[CH:22][CH:21]=1)=[CH:17][C:16](/[CH:27]=[CH:28]/[C:29]([O-:31])=[O:30])=[CH:15][CH:14]=2)=[O:7])([CH3:4])([CH3:3])[CH3:2].CO.[OH-].[Na+].Cl, predict the reaction product.